From a dataset of Catalyst prediction with 721,799 reactions and 888 catalyst types from USPTO. Predict which catalyst facilitates the given reaction. (1) Reactant: CCN(C(C)C)C(C)C.[C:21]([O:20][C:18](O[C:18]([O:20][C:21]([CH3:24])([CH3:23])[CH3:22])=[O:19])=[O:19])([CH3:24])([CH3:23])[CH3:22].[C:25]1([C@H:31]2[NH:36][C:35](=[O:37])[C:34]3([CH2:43][O:42][CH2:41][CH2:40][O:39][CH2:38]3)[NH:33][CH2:32]2)[CH:30]=[CH:29][CH:28]=[CH:27][CH:26]=1. Product: [O:37]=[C:35]1[C:34]2([CH2:43][O:42][CH2:41][CH2:40][O:39][CH2:38]2)[N:33]([C:18]([O:20][C:21]([CH3:22])([CH3:23])[CH3:24])=[O:19])[CH2:32][C@@H:31]([C:25]2[CH:30]=[CH:29][CH:28]=[CH:27][CH:26]=2)[NH:36]1. The catalyst class is: 1. (2) Reactant: N#N.CCN=C=NCCCN(C)C.Cl.CCN(CC)CC.[CH3:22][O:23][C:24]1[CH:25]=[C:26]([CH2:34][CH2:35][C:36]([OH:38])=O)[CH:27]=[C:28]([O:32][CH3:33])[C:29]=1[O:30][CH3:31].[CH3:39][O:40][C:41]([C@H:43]1[CH2:48][CH2:47][C@@H:46]([NH2:49])[CH2:45][CH2:44]1)=[O:42]. Product: [CH3:39][O:40][C:41]([CH:43]1[CH2:48][CH2:47][CH:46]([NH:49][C:36](=[O:38])[CH2:35][CH2:34][C:26]2[CH:27]=[C:28]([O:32][CH3:33])[C:29]([O:30][CH3:31])=[C:24]([O:23][CH3:22])[CH:25]=2)[CH2:45][CH2:44]1)=[O:42]. The catalyst class is: 64. (3) The catalyst class is: 12. Product: [C:17]([CH:15]1[CH2:16][C:13]([N:11]2[CH:12]=[C:8]([C:6]3[CH:5]=[CH:4][N:3]=[C:2]([NH:22][C:23]4[CH:31]=[CH:30][C:26]([C:27]([OH:29])=[O:28])=[CH:25][CH:24]=4)[N:7]=3)[CH:9]=[N:10]2)([CH2:19][C:20]#[N:21])[CH2:14]1)#[N:18]. Reactant: Cl[C:2]1[N:7]=[C:6]([C:8]2[CH:9]=[N:10][N:11]([C:13]3([CH2:19][C:20]#[N:21])[CH2:16][CH:15]([C:17]#[N:18])[CH2:14]3)[CH:12]=2)[CH:5]=[CH:4][N:3]=1.[NH2:22][C:23]1[CH:31]=[CH:30][C:26]([C:27]([OH:29])=[O:28])=[CH:25][CH:24]=1.C1(C)C=CC(S(O)(=O)=O)=CC=1. (4) Reactant: [CH2:5]([O:6][C:4](=[O:9])[CH:5]([O:9][CH2:10][CH3:11])[O:6][CH2:10][CH3:11])[CH3:4].[CH2:13]([SH:17])[CH2:14][CH2:15][SH:16].B(F)(F)F.CCOCC. Product: [CH2:10]([O:9][C:5]([CH:4]1[S:17][CH2:13][CH2:14][CH2:15][S:16]1)=[O:6])[CH3:11]. The catalyst class is: 22.